Dataset: Full USPTO retrosynthesis dataset with 1.9M reactions from patents (1976-2016). Task: Predict the reactants needed to synthesize the given product. (1) Given the product [CH3:28][O:27][C:25]([C:23]1[CH:22]=[C:21]([C:29]([F:31])([F:30])[F:32])[CH:20]=[C:19]([NH:18][C:16](=[O:17])[NH:15][S:12]([C:10]2[S:11][C:7]([CH2:6][CH2:5][OH:4])=[C:8]([CH3:33])[CH:9]=2)(=[O:14])=[O:13])[N:24]=1)=[O:26], predict the reactants needed to synthesize it. The reactants are: C([O:4][CH2:5][CH2:6][C:7]1[S:11][C:10]([S:12]([NH:15][C:16]([NH:18][C:19]2[N:24]=[C:23]([C:25]([O:27][CH3:28])=[O:26])[CH:22]=[C:21]([C:29]([F:32])([F:31])[F:30])[CH:20]=2)=[O:17])(=[O:14])=[O:13])=[CH:9][C:8]=1[CH3:33])(=O)C.[H-].[Na+]. (2) Given the product [ClH:34].[Cl:35][C:30]1[CH:29]=[C:28]([S:25]([C:6]2[CH:5]=[CH:4][C:3]([C:1]#[N:2])=[CH:8][C:7]=2[S:9]([N:12]2[CH2:13][CH2:14][NH:15][CH2:16][CH2:17]2)(=[O:10])=[O:11])(=[O:26])=[O:27])[CH:33]=[C:32]([Cl:34])[CH:31]=1, predict the reactants needed to synthesize it. The reactants are: [C:1]([C:3]1[CH:4]=[CH:5][C:6]([S:25]([C:28]2[CH:33]=[C:32]([Cl:34])[CH:31]=[C:30]([Cl:35])[CH:29]=2)(=[O:27])=[O:26])=[C:7]([S:9]([N:12]2[CH2:17][CH2:16][N:15](C(OC(C)(C)C)=O)[CH2:14][CH2:13]2)(=[O:11])=[O:10])[CH:8]=1)#[N:2].Cl. (3) Given the product [CH3:78][O:77][C:62]1[C:61]([O:60][CH2:59][C:35]2[CH:34]=[C:33]([CH:38]=[C:37]([CH2:39][O:40][C:41]3[C:42]([O:57][CH3:58])=[CH:43][C:44]4[C:50](=[O:51])[N:49]5[CH2:52][CH2:53][CH2:54][CH2:55][C@H:48]5[CH:47]=[N:46][C:45]=4[CH:56]=3)[CH:36]=2)[O:32][CH2:31][CH2:30][O:29][C:28]2[CH:79]=[CH:80][C:25](/[C:22](=[N:21]/[NH:20][C:18](=[O:19])[CH2:17][CH2:16][CH2:15][N:10]3[C:9](=[O:8])[CH:13]=[CH:12][C:11]3=[O:14])/[CH3:23])=[CH:26][CH:27]=2)=[CH:76][C:65]2[N:66]=[CH:67][C@@H:68]3[CH2:75][CH2:74][CH2:73][CH2:72][N:69]3[C:70](=[O:71])[C:64]=2[CH:63]=1, predict the reactants needed to synthesize it. The reactants are: FC(F)(F)C(O)=O.[O:8]=[C:9]1[CH:13]=[CH:12][C:11](=[O:14])[N:10]1[CH2:15][CH2:16][CH2:17][C:18]([NH:20][NH2:21])=[O:19].[C:22]([C:25]1[CH:80]=[CH:79][C:28]([O:29][CH2:30][CH2:31][O:32][C:33]2[CH:34]=[C:35]([CH2:59][O:60][C:61]3[C:62]([O:77][CH3:78])=[CH:63][C:64]4[C:70](=[O:71])[N:69]5[CH2:72][CH2:73][CH2:74][CH2:75][C@@H:68]5[CH:67]=[N:66][C:65]=4[CH:76]=3)[CH:36]=[C:37]([CH2:39][O:40][C:41]3[C:42]([O:57][CH3:58])=[CH:43][C:44]4[C:50](=[O:51])[N:49]5[CH2:52][CH2:53][CH2:54][CH2:55][C@@H:48]5[CH:47]=[N:46][C:45]=4[CH:56]=3)[CH:38]=2)=[CH:27][CH:26]=1)(=O)[CH3:23].C(Cl)(=O)C. (4) Given the product [CH:1]1([C:4]2[CH:5]=[C:6]([C:16]([NH:29][CH2:30][C:31]3[C:32](=[O:42])[NH:33][C:34]([CH3:41])=[CH:35][C:36]=3[C:37]([F:38])([F:39])[F:40])=[O:18])[C:7]3[CH:12]=[N:11][N:10]([CH:13]([CH3:14])[CH3:15])[C:8]=3[N:9]=2)[CH2:2][CH2:3]1, predict the reactants needed to synthesize it. The reactants are: [CH:1]1([C:4]2[CH:5]=[C:6]([C:16]([OH:18])=O)[C:7]3[CH:12]=[N:11][N:10]([CH:13]([CH3:15])[CH3:14])[C:8]=3[N:9]=2)[CH2:3][CH2:2]1.ON1C2N=CC=CC=2N=N1.[NH2:29][CH2:30][C:31]1[C:32](=[O:42])[NH:33][C:34]([CH3:41])=[CH:35][C:36]=1[C:37]([F:40])([F:39])[F:38].CN1CCOCC1.C(Cl)CCl. (5) Given the product [CH3:1][O:2][C:3]([C:5]1[N:6]([CH2:25][C:24]2[CH:27]=[CH:28][C:21]([F:20])=[CH:22][CH:23]=2)[C:7]2[C:12]([CH:13]=1)=[CH:11][C:10]([S:14]([CH3:17])(=[O:16])=[O:15])=[CH:9][CH:8]=2)=[O:4], predict the reactants needed to synthesize it. The reactants are: [CH3:1][O:2][C:3]([C:5]1[NH:6][C:7]2[C:12]([CH:13]=1)=[CH:11][C:10]([S:14]([CH3:17])(=[O:16])=[O:15])=[CH:9][CH:8]=2)=[O:4].[H-].[Na+].[F:20][C:21]1[CH:28]=[CH:27][C:24]([CH2:25]Br)=[CH:23][CH:22]=1.Cl. (6) Given the product [F:30][C:28]1[CH:29]=[C:24]2[C:23](=[O:31])[NH:22][C:21]([C:18]3[CH:17]=[CH:16][C:15]([C:14]4([OH:32])[CH2:10][CH2:9][CH2:8][CH2:7]4)=[CH:20][CH:19]=3)=[CH:26][N:25]2[CH:27]=1, predict the reactants needed to synthesize it. The reactants are: [Mg].[Cl-].[Ce+3].[Cl-].[Cl-].Br[CH2:7][CH2:8][CH2:9][CH2:10]Br.CO[C:14](=[O:32])[C:15]1[CH:20]=[CH:19][C:18]([C:21]2[NH:22][C:23](=[O:31])[C:24]3[N:25]([CH:27]=[C:28]([F:30])[CH:29]=3)[CH:26]=2)=[CH:17][CH:16]=1.C[Mg]Cl.